This data is from CYP3A4 inhibition data for predicting drug metabolism from PubChem BioAssay. The task is: Regression/Classification. Given a drug SMILES string, predict its absorption, distribution, metabolism, or excretion properties. Task type varies by dataset: regression for continuous measurements (e.g., permeability, clearance, half-life) or binary classification for categorical outcomes (e.g., BBB penetration, CYP inhibition). Dataset: cyp3a4_veith. (1) The compound is O=C(CCCn1cnc([N+](=O)[O-])n1)Nc1ccc(Cl)c(Cl)c1. The result is 1 (inhibitor). (2) The molecule is COc1ccc2c(c1)c(CC(=O)O)c(C)n2C(=O)c1ccccc1. The result is 0 (non-inhibitor). (3) The compound is Cc1nc(SCC(=O)Nc2ccc(N3CCOCC3)cc2)nc(C)c1C. The result is 1 (inhibitor). (4) The compound is CC(C)c1nnc(NC(=O)c2sc3ccccc3c2Cl)s1. The result is 0 (non-inhibitor).